From a dataset of Catalyst prediction with 721,799 reactions and 888 catalyst types from USPTO. Predict which catalyst facilitates the given reaction. (1) Reactant: [Br:1][C:2]1[CH:7]=[CH:6][C:5]([C@@H:8]([NH:10][CH2:11][C:12]([C:14]2[CH:19]=[CH:18][CH:17]=[CH:16][CH:15]=2)=[O:13])[CH3:9])=[CH:4][CH:3]=1.[CH3:20][C:21](=[CH2:25])[CH2:22][Mg]Cl. Product: [Br:1][C:2]1[CH:3]=[CH:4][C:5]([C@@H:8]([NH:10][CH2:11][C:12]([C:14]2[CH:15]=[CH:16][CH:17]=[CH:18][CH:19]=2)([OH:13])[CH2:22][C:21]([CH3:25])=[CH2:20])[CH3:9])=[CH:6][CH:7]=1. The catalyst class is: 1. (2) Reactant: CC1(C)C(C)(C)OB([C:9]2[CH:22]=[CH:21][C:12]([O:13][CH2:14][C:15]3[CH:16]=[N:17][CH:18]=[CH:19][CH:20]=3)=[C:11]([C:23]([F:26])([F:25])[F:24])[CH:10]=2)O1.[NH2:28][C:29]1[C:30]([C:38]#[N:39])=[N:31][C:32](Cl)=[CH:33][C:34]=1[NH:35][CH3:36].C1(P(C2CCCCC2)C2CCCCC2)CCCCC1.P([O-])([O-])([O-])=O.[K+].[K+].[K+]. Product: [NH2:28][C:29]1[C:30]([C:38]#[N:39])=[N:31][C:32]([C:9]2[CH:22]=[CH:21][C:12]([O:13][CH2:14][C:15]3[CH:16]=[N:17][CH:18]=[CH:19][CH:20]=3)=[C:11]([C:23]([F:24])([F:25])[F:26])[CH:10]=2)=[CH:33][C:34]=1[NH:35][CH3:36]. The catalyst class is: 333. (3) Reactant: [F:1][C:2]1[C:3]([C:33]([F:36])([F:35])[F:34])=[C:4]([CH:9]2[CH2:14][CH2:13][N:12]([C:15]([C:17]3[C:21]4[CH2:22][N:23](C(OC(C)(C)C)=O)[CH2:24][CH2:25][C:20]=4[NH:19][N:18]=3)=[O:16])[CH2:11][CH2:10]2)[CH:5]=[C:6]([F:8])[CH:7]=1.Cl. Product: [F:1][C:2]1[C:3]([C:33]([F:35])([F:34])[F:36])=[C:4]([CH:9]2[CH2:10][CH2:11][N:12]([C:15]([C:17]3[C:21]4[CH2:22][NH:23][CH2:24][CH2:25][C:20]=4[NH:19][N:18]=3)=[O:16])[CH2:13][CH2:14]2)[CH:5]=[C:6]([F:8])[CH:7]=1. The catalyst class is: 158. (4) Reactant: [Cl:1][C:2]1[CH:3]=[C:4]([C:12]2[N:16]=[C:15]([C:17]3[CH:18]=[C:19]4[C:23](=[CH:24][CH:25]=3)[CH2:22][NH:21][CH2:20]4)[O:14][N:13]=2)[CH:5]=[CH:6][C:7]=1[O:8][CH:9]([CH3:11])[CH3:10].[C:26]([O:30][CH3:31])(=[O:29])[CH:27]=[CH2:28]. Product: [Cl:1][C:2]1[CH:3]=[C:4]([C:12]2[N:16]=[C:15]([C:17]3[CH:18]=[C:19]4[C:23](=[CH:24][CH:25]=3)[CH2:22][N:21]([CH2:28][CH2:27][C:26]([O:30][CH3:31])=[O:29])[CH2:20]4)[O:14][N:13]=2)[CH:5]=[CH:6][C:7]=1[O:8][CH:9]([CH3:11])[CH3:10]. The catalyst class is: 5. (5) Reactant: [OH:1][C@@H:2]1[CH2:7][CH2:6][CH2:5][N:4]([CH:8]2[CH2:13][CH2:12][N:11]([C:14]([O:16][C:17]([CH3:20])([CH3:19])[CH3:18])=[O:15])[CH2:10][CH2:9]2)[C:3]1=[O:21].C(N(C(C)C)C(C)C)C.[CH3:31][S:32](Cl)(=[O:34])=[O:33].C([O-])(O)=O.[Na+]. Product: [CH3:31][S:32]([O:1][C@@H:2]1[CH2:7][CH2:6][CH2:5][N:4]([CH:8]2[CH2:9][CH2:10][N:11]([C:14]([O:16][C:17]([CH3:18])([CH3:20])[CH3:19])=[O:15])[CH2:12][CH2:13]2)[C:3]1=[O:21])(=[O:34])=[O:33]. The catalyst class is: 49.